Predict the product of the given reaction. From a dataset of Forward reaction prediction with 1.9M reactions from USPTO patents (1976-2016). (1) Given the reactants [CH3:1][C:2]1[CH:3]=[C:4]([N+:12]([O-:14])=[O:13])[CH:5]=[C:6]2[C:11]=1[N:10]=[CH:9][CH:8]=[CH:7]2.[Cl:15]N1C(=O)CCC1=O.C([O-])(O)=O.[Na+].S([O-])([O-])(=O)=S.[Na+].[Na+], predict the reaction product. The product is: [Cl:15][C:8]1[CH:9]=[N:10][C:11]2[C:6]([CH:7]=1)=[CH:5][C:4]([N+:12]([O-:14])=[O:13])=[CH:3][C:2]=2[CH3:1]. (2) Given the reactants [OH:1][N:2]=[C:3]([NH2:27])[C:4]1[CH:9]=[CH:8][CH:7]=[C:6]([N:10]2[CH2:19][C@H:18]3[N:14]([CH2:15][CH2:16][CH2:17]3)[C:13]3[N:20]=[C:21]([S:24][CH3:25])[N:22]=[CH:23][C:12]=3[C:11]2=[O:26])[CH:5]=1.C(N(CC)CC)C.[F:35][C:36]([F:41])([F:40])[C:37](O)=O, predict the reaction product. The product is: [CH3:25][S:24][C:21]1[N:22]=[CH:23][C:12]2[C:11](=[O:26])[N:10]([C:6]3[CH:7]=[CH:8][CH:9]=[C:4]([C:3]4[N:27]=[C:37]([C:36]([F:41])([F:40])[F:35])[O:1][N:2]=4)[CH:5]=3)[CH2:19][C@H:18]3[N:14]([CH2:15][CH2:16][CH2:17]3)[C:13]=2[N:20]=1.